This data is from Full USPTO retrosynthesis dataset with 1.9M reactions from patents (1976-2016). The task is: Predict the reactants needed to synthesize the given product. (1) Given the product [N+:15]([C:5]1[CH:4]=[CH:3][C:2]([N:18]2[CH2:23][CH2:22][NH:21][CH2:20][CH2:19]2)=[CH:7][C:6]=1[NH:8][C:9]1[CH:14]=[CH:13][CH:12]=[CH:11][CH:10]=1)([O-:17])=[O:16], predict the reactants needed to synthesize it. The reactants are: Br[C:2]1[CH:3]=[CH:4][C:5]([N+:15]([O-:17])=[O:16])=[C:6]([NH:8][C:9]2[CH:14]=[CH:13][CH:12]=[CH:11][CH:10]=2)[CH:7]=1.[NH:18]1[CH2:23][CH2:22][NH:21][CH2:20][CH2:19]1. (2) The reactants are: C[O:2][C:3](=[O:38])[C:4]1[CH:9]=[CH:8][C:7]([S:10](=[O:29])(=[O:28])[NH:11][CH:12]([CH2:20][C:21]([O:23][C:24]([CH3:27])([CH3:26])[CH3:25])=[O:22])[CH:13]([O:17][CH2:18][CH3:19])[O:14][CH2:15][CH3:16])=[C:6]([O:30][CH2:31][C:32]2[CH:37]=[CH:36][CH:35]=[CH:34][CH:33]=2)[CH:5]=1.[OH-].[Li+].Cl. Given the product [CH2:31]([O:30][C:6]1[CH:5]=[C:4]([CH:9]=[CH:8][C:7]=1[S:10](=[O:28])(=[O:29])[NH:11][CH:12]([CH2:20][C:21]([O:23][C:24]([CH3:27])([CH3:26])[CH3:25])=[O:22])[CH:13]([O:17][CH2:18][CH3:19])[O:14][CH2:15][CH3:16])[C:3]([OH:38])=[O:2])[C:32]1[CH:37]=[CH:36][CH:35]=[CH:34][CH:33]=1, predict the reactants needed to synthesize it. (3) Given the product [CH2:1]([O:8][C:9]1[CH:14]=[C:13]([F:15])[C:12]([F:16])=[CH:11][C:10]=1[NH2:17])[C:2]1[CH:3]=[CH:4][CH:5]=[CH:6][CH:7]=1, predict the reactants needed to synthesize it. The reactants are: [CH2:1]([O:8][C:9]1[CH:14]=[C:13]([F:15])[C:12]([F:16])=[CH:11][C:10]=1[N+:17]([O-])=O)[C:2]1[CH:7]=[CH:6][CH:5]=[CH:4][CH:3]=1. (4) Given the product [F:16][C:2]([F:1])([F:17])[C:3]1[CH:7]=[C:6]([C:8]([F:9])([F:10])[F:11])[N:5]([CH2:12][C:13]([N:45]2[CH2:44][CH2:43][CH:42]([C:39]3[S:40][CH:41]=[C:37]([C:35]([O:34][CH:28]4[CH2:29][CH2:30][CH2:31][CH2:32][CH2:33]4)=[O:36])[N:38]=3)[CH2:47][CH2:46]2)=[O:15])[N:4]=1, predict the reactants needed to synthesize it. The reactants are: [F:1][C:2]([F:17])([F:16])[C:3]1[CH:7]=[C:6]([C:8]([F:11])([F:10])[F:9])[N:5]([CH2:12][C:13]([OH:15])=O)[N:4]=1.CCN(C(C)C)C(C)C.[Cl-].[CH:28]1([O:34][C:35]([C:37]2[N:38]=[C:39]([CH:42]3[CH2:47][CH2:46][NH2+:45][CH2:44][CH2:43]3)[S:40][CH:41]=2)=[O:36])[CH2:33][CH2:32][CH2:31][CH2:30][CH2:29]1.F[P-](F)(F)(F)(F)F.Br[P+](N1CCCC1)(N1CCCC1)N1CCCC1.